From a dataset of Reaction yield outcomes from USPTO patents with 853,638 reactions. Predict the reaction yield, written as a fraction of the theoretical maximum amount of product (1.0 means a 100% yield; for example, 0.34 means a 34% yield). (1) The reactants are [C:1]([O:5][C:6](=[O:21])[CH2:7][C@@H:8]([CH2:17][N:18]=[N+:19]=[N-:20])[CH2:9][C@H:10]([CH3:16])[CH2:11][CH2:12][CH2:13][CH2:14][CH3:15])([CH3:4])([CH3:3])[CH3:2].C(OC(=O)C[C@@H](COS(C1C=CC(C)=CC=1)(=O)=O)C[C@@H](C)CCCCC)(C)(C)C. No catalyst specified. The product is [C:1]([O:5][C:6](=[O:21])[CH2:7][C@@H:8]([CH2:17][N:18]=[N+:19]=[N-:20])[CH2:9][C@@H:10]([CH3:16])[CH2:11][CH2:12][CH2:13][CH2:14][CH3:15])([CH3:3])([CH3:4])[CH3:2]. The yield is 0.960. (2) The catalyst is C1(C)C=CC=CC=1.CCCCCC. The reactants are C1(P(N=[N+]=[N-])(C2C=CC=CC=2)=O)C=CC=CC=1.C([N:20]([CH2:23]C)CC)C.[Br:25][C:26]1[C:27]([CH:35]([S:44]([C:47]2[CH:52]=[CH:51][C:50]([Cl:53])=[CH:49][CH:48]=2)(=[O:46])=[O:45])[C:36]2[CH:41]=[C:40]([F:42])[CH:39]=[CH:38][C:37]=2[F:43])=[CH:28][C:29](C(O)=O)=[N:30][CH:31]=1.C(OCC)(=[O:56])C.[C:60]([OH:64])([CH3:63])([CH3:62])[CH3:61]. The yield is 0.510. The product is [C:60]([O:64][C:23](=[O:56])[NH:20][C:29]1[CH:28]=[C:27]([CH:35]([S:44]([C:47]2[CH:48]=[CH:49][C:50]([Cl:53])=[CH:51][CH:52]=2)(=[O:45])=[O:46])[C:36]2[CH:41]=[C:40]([F:42])[CH:39]=[CH:38][C:37]=2[F:43])[C:26]([Br:25])=[CH:31][N:30]=1)([CH3:63])([CH3:62])[CH3:61]. (3) The product is [Br:1][C:2]1[CH:7]=[CH:6][C:5]([CH2:8][C:11]#[N:12])=[C:4]([F:10])[CH:3]=1. The catalyst is CCO. The reactants are [Br:1][C:2]1[CH:7]=[CH:6][C:5]([CH2:8]Br)=[C:4]([F:10])[CH:3]=1.[C-:11]#[N:12].[Na+]. The yield is 0.990. (4) The reactants are [Cl:1][C:2]1[CH:3]=[C:4]([O:13][CH:14]2[CH2:19][CH2:18][N:17]([CH3:20])[CH2:16][CH2:15]2)[C:5]([CH3:12])=[C:6]([CH:11]=1)[C:7]([O:9]C)=O.[OH-].[Na+].Cl.[NH2:24][CH2:25][C:26]1[C:31](=[O:32])[CH:30]=[C:29]([CH3:33])[NH:28][C:27]=1[CH3:34].ON1C2N=CC=CC=2N=N1.C(Cl)CCl.CN1CCOCC1.C(=O)(O)[O-].[Na+]. The catalyst is CO. The product is [Cl:1][C:2]1[CH:3]=[C:4]([O:13][CH:14]2[CH2:19][CH2:18][N:17]([CH3:20])[CH2:16][CH2:15]2)[C:5]([CH3:12])=[C:6]([CH:11]=1)[C:7]([NH:24][CH2:25][C:26]1[C:31](=[O:32])[CH:30]=[C:29]([CH3:33])[NH:28][C:27]=1[CH3:34])=[O:9]. The yield is 0.300.